Task: Predict which catalyst facilitates the given reaction.. Dataset: Catalyst prediction with 721,799 reactions and 888 catalyst types from USPTO (1) Reactant: C([O:3][C:4]([C:6]1([C:9]2[CH:14]=[CH:13][C:12]([C:15]3[CH:20]=[CH:19][C:18]([C:21]4[S:22][C:23]([Cl:39])=[CH:24][C:25]=4[NH:26][C:27]([O:29][C@@H:30]([C:32]4[CH:37]=[CH:36][C:35]([F:38])=[CH:34][CH:33]=4)[CH3:31])=[O:28])=[CH:17][CH:16]=3)=[CH:11][CH:10]=2)[CH2:8][CH2:7]1)=[O:5])C.[OH-].[Na+].Cl. Product: [Cl:39][C:23]1[S:22][C:21]([C:18]2[CH:19]=[CH:20][C:15]([C:12]3[CH:11]=[CH:10][C:9]([C:6]4([C:4]([OH:5])=[O:3])[CH2:8][CH2:7]4)=[CH:14][CH:13]=3)=[CH:16][CH:17]=2)=[C:25]([NH:26][C:27]([O:29][C@@H:30]([C:32]2[CH:33]=[CH:34][C:35]([F:38])=[CH:36][CH:37]=2)[CH3:31])=[O:28])[CH:24]=1. The catalyst class is: 32. (2) The catalyst class is: 412. Reactant: C([O:4][C:5]1[C:10]2[CH:11]=[C:12]([CH3:14])[O:13][C:9]=2[CH:8]=[C:7]([C:15]([O:17][CH2:18][CH3:19])=[O:16])[CH:6]=1)(=O)C.C(=O)([O-])[O-].[K+].[K+]. Product: [OH:4][C:5]1[C:10]2[CH:11]=[C:12]([CH3:14])[O:13][C:9]=2[CH:8]=[C:7]([C:15]([O:17][CH2:18][CH3:19])=[O:16])[CH:6]=1. (3) Reactant: [N+:1]([C:4]1[CH:9]=[CH:8][CH:7]=[CH:6][C:5]=1[CH:10]([CH3:15])[C:11]([O:13][CH3:14])=[O:12])([O-])=O.O=[C:17]1[CH2:22][CH2:21][N:20]([C:23]([O:25][C:26]([CH3:29])([CH3:28])[CH3:27])=[O:24])[CH2:19][CH2:18]1. Product: [CH3:14][O:13][C:11](=[O:12])[CH:10]([C:5]1[CH:6]=[CH:7][CH:8]=[CH:9][C:4]=1[NH:1][CH:17]1[CH2:22][CH2:21][N:20]([C:23]([O:25][C:26]([CH3:29])([CH3:28])[CH3:27])=[O:24])[CH2:19][CH2:18]1)[CH3:15]. The catalyst class is: 19. (4) Reactant: [C:1]([O:5][C:6]([NH:8][CH2:9][C:10]1[C:11]([CH2:28][CH:29]([CH3:31])[CH3:30])=[N:12][C:13]([CH3:27])=[C:14]([C:19]=1[C:20]1[CH:25]=[CH:24][C:23]([CH3:26])=[CH:22][CH:21]=1)[C:15](OC)=[O:16])=[O:7])([CH3:4])([CH3:3])[CH3:2].C1(C)C=CC=CC=1.[H-].C([Al+]CC(C)C)C(C)C.CO.O.O.O.O.O.O.O.O.O.O.[O-]S([O-])(=O)=O.[Na+].[Na+]. Product: [C:1]([O:5][C:6](=[O:7])[NH:8][CH2:9][C:10]1[C:11]([CH2:28][CH:29]([CH3:30])[CH3:31])=[N:12][C:13]([CH3:27])=[C:14]([CH2:15][OH:16])[C:19]=1[C:20]1[CH:21]=[CH:22][C:23]([CH3:26])=[CH:24][CH:25]=1)([CH3:4])([CH3:3])[CH3:2]. The catalyst class is: 11. (5) Reactant: [CH2:1]([NH:3][C:4]([C:6]1([CH3:11])[CH2:8][C:7]1([Cl:10])[Cl:9])=O)[CH3:2].S(Cl)([Cl:14])=O.[OH-].[Na+]. Product: [Cl:9][C:7]1([Cl:10])[CH2:8][C:6]1([CH3:11])[C:4]([Cl:14])=[N:3][CH2:1][CH3:2]. The catalyst class is: 885.